From a dataset of Catalyst prediction with 721,799 reactions and 888 catalyst types from USPTO. Predict which catalyst facilitates the given reaction. (1) Reactant: C(OC([NH:8][C@H:9]1[CH2:14][CH2:13][CH2:12][CH2:11][C@H:10]1[NH:15][C:16]1[N:21]=[C:20]([C:22]2[CH:23]=[N:24][N:25]3[CH:30]=[CH:29][C:28]([CH3:31])=[CH:27][C:26]=23)[C:19]2[C:32](=[O:42])[N:33](C(OC(C)(C)C)=O)[CH2:34][C:18]=2[C:17]=1[F:43])=O)(C)(C)C.[ClH:44]. Product: [ClH:44].[NH2:8][C@H:9]1[CH2:14][CH2:13][CH2:12][CH2:11][C@H:10]1[NH:15][C:16]1[N:21]=[C:20]([C:22]2[CH:23]=[N:24][N:25]3[CH:30]=[CH:29][C:28]([CH3:31])=[CH:27][C:26]=23)[C:19]2[C:32](=[O:42])[NH:33][CH2:34][C:18]=2[C:17]=1[F:43]. The catalyst class is: 32. (2) Reactant: [C:1]1([N:7]2[C:11]([C:12]([Cl:15])([Cl:14])[Cl:13])=[N:10][C:9]([C:16]([O:18]CC)=[O:17])=[N:8]2)[CH:6]=[CH:5][CH:4]=[CH:3][CH:2]=1.O.[OH-].[Li+].C(O)(=O)C. Product: [C:1]1([N:7]2[C:11]([C:12]([Cl:15])([Cl:13])[Cl:14])=[N:10][C:9]([C:16]([OH:18])=[O:17])=[N:8]2)[CH:2]=[CH:3][CH:4]=[CH:5][CH:6]=1. The catalyst class is: 20.